Dataset: Drug-target binding data from BindingDB using IC50 measurements. Task: Regression. Given a target protein amino acid sequence and a drug SMILES string, predict the binding affinity score between them. We predict pIC50 (pIC50 = -log10(IC50 in M); higher means more potent). Dataset: bindingdb_ic50. (1) The drug is COc1ccc(C(=O)n2c(O)c(-c3ccccc3)oc2=O)cc1. The target protein (P24158) has sequence MAHRPPSPALASVLLALLLSGAARAAEIVGGHEAQPHSRPYMASLQMRGNPGSHFCGGTLIHPSFVLTAAHCLRDIPQRLVNVVLGAHNVRTQEPTQQHFSVAQVFLNNYDAENKLNDVLLIQLSSPANLSASVATVQLPQQDQPVPHGTQCLAMGWGRVGAHDPPAQVLQELNVTVVTFFCRPHNICTFVPRRKAGICFGDSGGPLICDGIIQGIDSFVIWGCATRLFPDFFTRVALYVDWIRSTLRRVEAKGRP. The pIC50 is 5.3. (2) The target protein (Q53EL6) has sequence MDVENEQILNVNPADPDNLSDSLFSGDEENAGTEEIKNEINGNWISASSINEARINAKAKRRLRKNSSRDSGRGDSVSDSGSDALRSGLTVPTSPKGRLLDRRSRSGKGRGLPKKGGAGGKGVWGTPGQVYDVEEVDVKDPNYDDDQENCVYETVVLPLDERAFEKTLTPIIQEYFEHGDTNEVAEMLRDLNLGEMKSGVPVLAVSLALEGKASHREMTSKLLSDLCGTVMSTTDVEKSFDKLLKDLPELALDTPRAPQLVGQFIARAVGDGILCNTYIDSYKGTVDCVQARAALDKATVLLSMSKGGKRKDSVWGSGGGQQSVNHLVKEIDMLLKEYLLSGDISEAEHCLKELEVPHFHHELVYEAIIMVLESTGESTFKMILDLLKSLWKSSTITVDQMKRGYERIYNEIPDINLDVPHSYSVLERFVEECFQAGIISKQLRDLCPSRGRKRFVSEGDGGRLKPESY. The compound is Nc1ncnc2c1ccn2[C@@H]1O[C@H](CO)[C@@H](O)[C@H]1O. The pIC50 is 6.1. (3) The small molecule is CCCCCCCCS(=O)CC(P(=O)(O)O)P(=O)(O)O. The target protein sequence is MVDAVSLVSCRARHSHSLFAFSLSRRSCIQKHRFFSYVKSVPSSLPSPSSSSSPFTLSPRRRCLPPLVLPLEAAGHLPPALHSGSGISCPRSSSLSLSSSSPMRAPPSISLGLPPAQRPSLCFSPTSRLSAPVSPWSFSRQLSLATLAPLASVSSWKKAAALPKPDGAAAVSDERTSAERADALAGAWRASASHVEDRFKQAFPEVRGTLLSHIAGLDLPASLSARLLSYYARLLDYTCSGGKLTRGILVLYAAAAASHAPVLPPPSPSPAAAPASSASSVSSSPCSSSLAESERVPGSALSPALPPSSFRCLAALGWCVELLQSCFLVMDDVMDHSLTRRGKQCWYRCDGIGVSNAVNDSLVLEAAVYRVLREYLGDHPAYVQLQDLLLGNTFTTLIGQHLDSEDALAALSEASQNLESRQSEDNSSASSATAAGSSLLRDASLSDKDFTHHSYVSSSLSSSRSSPSLSASSLPSSEVLAQKLADRQATVARLKTSHYS.... The pIC50 is 7.8. (4) The pIC50 is 7.7. The drug is CC(C)C[C@H](NC(=O)[C@@H](N)CC(=O)O)C(=O)N[C@@H](CC(=O)O)C(=O)N[C@@H](CCC(N)=O)C(=O)N[C@@H](Cc1ccccc1)C(=O)N1CCC[C@H]1C(=O)N[C@@H](CC(C)C)C(=O)NCC(=O)N[C@@H](CCCNC(=N)N)C(=O)N[C@@H](CCCCN)C(=O)N[C@@H](Cc1ccccc1)C(=O)N[C@@H](CC(C)C)C(=O)N[C@@H](CC(C)C)C(=O)N[C@@H](CCC(N)=O)C(=O)O. The target protein (P03101) has sequence MSLWLPSEATVYLPPVPVSKVVSTDEYVARTNIYYHAGTSRLLAVGHPYFPIKKPNNNKILVPKVSGLQYRVFRIHLPDPNKFGFPDTSFYNPDTQRLVWACVGVEVGRGQPLGVGISGHPLLNKLDDTENASAYAANAGVDNRECISMDYKQTQLCLIGCKPPIGEHWGKGSPCTNVAVNPGDCPPLELINTVIQDGDMVDTGFGAMDFTTLQANKSEVPLDICTSICKYPDYIKMVSEPYGDSLFFYLRREQMFVRHLFNRAGAVGENVPDDLYIKGSGSTANLASSNYFPTPSGSMVTSDAQIFNKPYWLQRAQGHNNGICWGNQLFVTVVDTTRSTNMSLCAAISTSETTYKNTNFKEYLRHGEEYDLQFIFQLCKITLTADVMTYIHSMNSTILEDWNFGLQPPPGGTLEDTYRFVTSQAIACQKHTPPAPKEDPLKKYTFWEVNLKEKFSADLDQFPLGRKFLLQAGLKAKPKFTLGKRKATPTTSSTSTTAKR....